The task is: Predict the product of the given reaction.. This data is from Forward reaction prediction with 1.9M reactions from USPTO patents (1976-2016). (1) Given the reactants [NH3:1].CO.[CH3:4][O:5][CH2:6][CH2:7][N:8]1[CH:12]2[CH2:13][CH2:14][C:9]1([C:15]([C:17]1[CH:22]=[CH:21][N:20]=[CH:19][CH:18]=1)=O)[CH2:10][CH2:11]2.[BH4-].[Na+].[OH-].[Na+], predict the reaction product. The product is: [CH3:4][O:5][CH2:6][CH2:7][N:8]1[CH:12]2[CH2:13][CH2:14][C:9]1([CH:15]([C:17]1[CH:22]=[CH:21][N:20]=[CH:19][CH:18]=1)[NH2:1])[CH2:10][CH2:11]2. (2) Given the reactants [OH:1][C:2]1[CH:3]=[C:4]([C:8]2[N:17]=[C:16]([NH:18][C:19]3[CH:20]=[C:21]4[C:25](=[CH:26][CH:27]=3)[N:24]([C:28]([O:30][C:31]([CH3:34])([CH3:33])[CH3:32])=[O:29])[N:23]=[CH:22]4)[C:15]3[C:10](=[CH:11][CH:12]=[CH:13][CH:14]=3)[N:9]=2)[CH:5]=[CH:6][CH:7]=1.Br[CH2:36][C:37]([O:39][C:40]([CH3:43])([CH3:42])[CH3:41])=[O:38].C([O-])([O-])=O.[K+].[K+], predict the reaction product. The product is: [C:40]([O:39][C:37](=[O:38])[CH2:36][O:1][C:2]1[CH:3]=[C:4]([C:8]2[N:17]=[C:16]([NH:18][C:19]3[CH:20]=[C:21]4[C:25](=[CH:26][CH:27]=3)[N:24]([C:28]([O:30][C:31]([CH3:34])([CH3:33])[CH3:32])=[O:29])[N:23]=[CH:22]4)[C:15]3[C:10](=[CH:11][CH:12]=[CH:13][CH:14]=3)[N:9]=2)[CH:5]=[CH:6][CH:7]=1)([CH3:43])([CH3:42])[CH3:41]. (3) Given the reactants [Br:1][C:2]1[CH:3]=[CH:4][C:5]([OH:11])=[C:6]([C:8](=[O:10])[CH3:9])[CH:7]=1.C(=O)([O-])[O-].[Cs+].[Cs+].[CH2:18](Br)[C:19]1[CH:24]=[CH:23][CH:22]=[CH:21][CH:20]=1, predict the reaction product. The product is: [CH2:18]([O:11][C:5]1[CH:4]=[CH:3][C:2]([Br:1])=[CH:7][C:6]=1[C:8](=[O:10])[CH3:9])[C:19]1[CH:24]=[CH:23][CH:22]=[CH:21][CH:20]=1. (4) Given the reactants [CH3:1][C:2]([CH3:26])([Si:4]([CH3:25])([CH3:24])[O:5][CH2:6][CH:7]([C:17]1[CH:23]=[CH:22][C:20]([NH2:21])=[CH:19][CH:18]=1)[CH2:8][O:9][Si:10]([CH3:16])([CH3:15])[C:11]([CH3:14])([CH3:13])[CH3:12])[CH3:3].[CH2:27](O)[CH:28]([CH3:30])[CH3:29].[I-].[K+], predict the reaction product. The product is: [CH2:27]([NH:21][C:20]1[CH:22]=[CH:23][C:17]([CH:7]([CH2:8][O:9][Si:10]([CH3:15])([CH3:16])[C:11]([CH3:12])([CH3:13])[CH3:14])[CH2:6][O:5][Si:4]([CH3:24])([CH3:25])[C:2]([CH3:26])([CH3:1])[CH3:3])=[CH:18][CH:19]=1)[CH:28]([CH3:30])[CH3:29]. (5) Given the reactants O.[CH:2]1[N:6]([C@@H:7]2[O:11][C@H:10]([CH2:12][OH:13])[C@@H:9]([OH:14])[C@H:8]2[OH:15])[N:5]=[C:4]([C:16]([NH2:18])=[O:17])[N:3]=1, predict the reaction product. The product is: [C@H:7]1([N:6]2[CH:2]=[N:3][C:4]([C:16]([NH2:18])=[O:17])=[N:5]2)[O:11][C@@H:10]([CH2:12][OH:13])[C@H:9]([OH:14])[C@@H:8]1[OH:15]. (6) Given the reactants [Cl:1][C:2]1[CH:3]=[C:4]([CH:8]=[CH:9][C:10]=1[O:11][C:12]1[CH:17]=[CH:16][CH:15]=[C:14]([C:18]2[CH:23]=[CH:22][N:21]=[CH:20][N:19]=2)[C:13]=1[C:24]#[N:25])[C:5](O)=[O:6].F[P-](F)(F)(F)(F)F.N1(OC(N(C)C)=[N+](C)C)C2N=CC=CC=2N=N1.C(N(CC)CC)C.[NH2:57][CH2:58][C:59]1[C:60]([OH:67])=[N:61][C:62]([CH3:66])=[CH:63][C:64]=1[CH3:65], predict the reaction product. The product is: [Cl:1][C:2]1[CH:3]=[C:4]([CH:8]=[CH:9][C:10]=1[O:11][C:12]1[CH:17]=[CH:16][CH:15]=[C:14]([C:18]2[CH:23]=[CH:22][N:21]=[CH:20][N:19]=2)[C:13]=1[C:24]#[N:25])[C:5]([NH:57][CH2:58][C:59]1[C:60]([OH:67])=[N:61][C:62]([CH3:66])=[CH:63][C:64]=1[CH3:65])=[O:6]. (7) Given the reactants [OH:1][C:2]1[C:3]([C:17]([NH:19][CH2:20][C:21]([O:23]CC)=[O:22])=[O:18])=[C:4]2[C:9](=[CH:10][C:11]=1[C:12]1[CH:16]=[CH:15][S:14][CH:13]=1)[N:8]=[CH:7][CH:6]=[N:5]2.[OH-].[Na+], predict the reaction product. The product is: [OH:1][C:2]1[C:3]([C:17]([NH:19][CH2:20][C:21]([OH:23])=[O:22])=[O:18])=[C:4]2[C:9](=[CH:10][C:11]=1[C:12]1[CH:16]=[CH:15][S:14][CH:13]=1)[N:8]=[CH:7][CH:6]=[N:5]2. (8) Given the reactants [N:1]1([C:7]2[C:8]3[N:23]=[C:22]([CH2:24][N:25]4[CH2:28][CH:27]([N:29]5[CH2:34][CH2:33][O:32][CH2:31][CH2:30]5)[CH2:26]4)[S:21][C:9]=3[N:10]=[C:11]([NH:13][C:14]3[C:15]([NH2:20])=[CH:16][CH:17]=[CH:18][CH:19]=3)[N:12]=2)[CH2:6][CH2:5][O:4][CH2:3][CH2:2]1.[F:35][CH:36]([F:42])[C:37](OCC)=O, predict the reaction product. The product is: [F:35][CH:36]([F:42])[C:37]1[N:13]([C:11]2[N:12]=[C:7]([N:1]3[CH2:6][CH2:5][O:4][CH2:3][CH2:2]3)[C:8]3[N:23]=[C:22]([CH2:24][N:25]4[CH2:28][CH:27]([N:29]5[CH2:34][CH2:33][O:32][CH2:31][CH2:30]5)[CH2:26]4)[S:21][C:9]=3[N:10]=2)[C:14]2[CH:19]=[CH:18][CH:17]=[CH:16][C:15]=2[N:20]=1.